Dataset: Full USPTO retrosynthesis dataset with 1.9M reactions from patents (1976-2016). Task: Predict the reactants needed to synthesize the given product. (1) Given the product [F:35][CH2:34][CH2:33][N:18]1[CH2:19][CH2:20][CH:15]([N:12]2[CH2:13][CH2:14][N:10]([CH2:9][CH2:8][CH2:7][N:4]3[CH2:5][CH2:6][O:1][CH2:2][CH2:3]3)[C:11]2=[C:21]([C:22]#[N:23])[C:24]#[N:25])[CH2:16][CH2:17]1, predict the reactants needed to synthesize it. The reactants are: [O:1]1[CH2:6][CH2:5][N:4]([CH2:7][CH2:8][CH2:9][N:10]2[CH2:14][CH2:13][N:12]([CH:15]3[CH2:20][CH2:19][NH:18][CH2:17][CH2:16]3)[C:11]2=[C:21]([C:24]#[N:25])[C:22]#[N:23])[CH2:3][CH2:2]1.C(=O)([O-])[O-].[K+].[K+].Br[CH2:33][CH2:34][F:35].O. (2) Given the product [F:44][C:43]([F:46])([F:45])[S:40]([O:31][C:28]1[CH:29]=[CH:30][C:25]([C:20]2[C:21](=[O:24])[N:22]([CH3:23])[C:17]([CH2:10][C:11]3[CH:16]=[CH:15][CH:14]=[CH:13][CH:12]=3)=[N:18][CH:19]=2)=[CH:26][C:27]=1[F:32])(=[O:42])=[O:41], predict the reactants needed to synthesize it. The reactants are: CCN(C(C)C)C(C)C.[CH2:10]([C:17]1[N:22]([CH3:23])[C:21](=[O:24])[C:20]([C:25]2[CH:30]=[CH:29][C:28]([OH:31])=[C:27]([F:32])[CH:26]=2)=[CH:19][N:18]=1)[C:11]1[CH:16]=[CH:15][CH:14]=[CH:13][CH:12]=1.C1(N([S:40]([C:43]([F:46])([F:45])[F:44])(=[O:42])=[O:41])[S:40]([C:43]([F:46])([F:45])[F:44])(=[O:42])=[O:41])C=CC=CC=1. (3) Given the product [F:43][C:35]1[CH:34]=[C:33]([C:9]2[CH:10]=[CH:11][C:12]3[O:16][C:15]([CH:17]4[CH2:22][CH2:21][N:20]([C:23]([O:25][C:26]([CH3:28])([CH3:29])[CH3:27])=[O:24])[CH2:19][CH2:18]4)=[N:14][C:13]=3[CH:30]=2)[CH:38]=[CH:37][C:36]=1[S:39]([CH3:42])(=[O:41])=[O:40], predict the reactants needed to synthesize it. The reactants are: CC1(C)C(C)(C)OB([C:9]2[CH:10]=[CH:11][C:12]3[O:16][C:15]([CH:17]4[CH2:22][CH2:21][N:20]([C:23]([O:25][C:26]([CH3:29])([CH3:28])[CH3:27])=[O:24])[CH2:19][CH2:18]4)=[N:14][C:13]=3[CH:30]=2)O1.Br[C:33]1[CH:38]=[CH:37][C:36]([S:39]([CH3:42])(=[O:41])=[O:40])=[C:35]([F:43])[CH:34]=1. (4) The reactants are: [C:1]1([C:7](=[CH2:11])[C:8](O)=[O:9])[CH:6]=[CH:5][CH:4]=[CH:3][CH:2]=1.S(Cl)([Cl:14])=O. Given the product [C:1]1([C:7](=[CH2:11])[C:8]([Cl:14])=[O:9])[CH:6]=[CH:5][CH:4]=[CH:3][CH:2]=1, predict the reactants needed to synthesize it. (5) Given the product [CH3:1][O:2][C:3]1[CH:21]=[C:20]([O:22][CH2:24][C:25]2[N:26]=[C:27]([N:30]([CH3:35])[CH2:31][CH2:32][C:33]#[N:34])[S:28][CH:29]=2)[C:6]2[CH:7]=[C:8]([C:10]3[N:11]=[C:12]4[N:16]([CH:17]=3)[N:15]=[C:14]([O:18][CH3:19])[S:13]4)[O:9][C:5]=2[CH:4]=1, predict the reactants needed to synthesize it. The reactants are: [CH3:1][O:2][C:3]1[CH:4]=[C:5]2[O:9][C:8]([C:10]3[N:11]=[C:12]4[N:16]([CH:17]=3)[N:15]=[C:14]([O:18][CH3:19])[S:13]4)=[CH:7][C:6]2=[C:20]([OH:22])[CH:21]=1.O[CH2:24][C:25]1[N:26]=[C:27]([N:30]([CH3:35])[CH2:31][CH2:32][C:33]#[N:34])[S:28][CH:29]=1.C(P(CCCC)CCCC)CCC.N(C(N1CCCCC1)=O)=NC(N1CCCCC1)=O. (6) Given the product [C:15]([C:12]1[CH:13]=[CH:14][C:9]([O:8][CH2:7][C:6]([OH:17])=[O:5])=[CH:10][CH:11]=1)#[N:16], predict the reactants needed to synthesize it. The reactants are: [OH-].[Na+].C([O:5][C:6](=[O:17])[CH2:7][O:8][C:9]1[CH:14]=[CH:13][C:12]([C:15]#[N:16])=[CH:11][CH:10]=1)C.Cl. (7) Given the product [F:35][C:36]1[CH:37]=[C:38]([CH:39]=[CH:40][CH:41]=1)[O:42][C:23]1[CH:24]=[C:25]([C:28]([F:29])([F:30])[F:31])[CH:26]=[CH:27][C:22]=1[O:21][C:16]1[CH:15]=[C:14]([CH:19]=[C:18]([CH3:20])[CH:17]=1)[O:13][C:10]1[CH:11]=[CH:12][C:7]([CH2:6][CH2:5][C:4]([OH:34])=[O:3])=[C:8]([CH3:33])[CH:9]=1, predict the reactants needed to synthesize it. The reactants are: C([O:3][C:4](=[O:34])[CH2:5][CH2:6][C:7]1[CH:12]=[CH:11][C:10]([O:13][C:14]2[CH:19]=[C:18]([CH3:20])[CH:17]=[C:16]([O:21][C:22]3[CH:27]=[CH:26][C:25]([C:28]([F:31])([F:30])[F:29])=[CH:24][C:23]=3Br)[CH:15]=2)=[CH:9][C:8]=1[CH3:33])C.[F:35][C:36]1[CH:37]=[C:38]([OH:42])[CH:39]=[CH:40][CH:41]=1. (8) Given the product [OH:18][C:4]1[C:3]([NH:2][N:19]=[C:25]2[C:26](=[O:42])[N:27]([C:29]3[CH:30]=[C:31]4[C:35](=[CH:36][CH:37]=3)[C:34]([CH3:39])([CH3:38])[CH2:33][C:32]4([CH3:41])[CH3:40])[N:28]=[C:24]2[CH3:23])=[CH:8][CH:7]=[CH:6][C:5]=1[C:9]1[CH:14]=[CH:13][CH:12]=[C:11]([C:15]([OH:17])=[O:16])[CH:10]=1, predict the reactants needed to synthesize it. The reactants are: Br.[NH2:2][C:3]1[C:4]([OH:18])=[C:5]([C:9]2[CH:14]=[CH:13][CH:12]=[C:11]([C:15]([OH:17])=[O:16])[CH:10]=2)[CH:6]=[CH:7][CH:8]=1.[N:19]([O-])=O.[Na+].[CH3:23][C:24]1[CH2:25][C:26](=[O:42])[N:27]([C:29]2[CH:30]=[C:31]3[C:35](=[CH:36][CH:37]=2)[C:34]([CH3:39])([CH3:38])[CH2:33][C:32]3([CH3:41])[CH3:40])[N:28]=1.C(=O)(O)[O-].[Na+]. (9) Given the product [O:1]=[C:2]1[C:10]2[N:9]=[CH:8][C:7]([C:11]#[N:12])=[CH:6][C:5]=2[CH2:4][CH2:3]1, predict the reactants needed to synthesize it. The reactants are: [OH:1][CH:2]1[C:10]2[N:9]=[CH:8][C:7]([C:11]#[N:12])=[CH:6][C:5]=2[CH2:4][CH2:3]1.CC(OI1(OC(C)=O)(OC(C)=O)OC(=O)C2C=CC=CC1=2)=O.C(=O)([O-])[O-].[Na+].[Na+]. (10) Given the product [Br:1][C:2]1[CH:10]=[CH:9][C:5]([C:6]([Cl:15])=[O:7])=[C:4]([F:11])[CH:3]=1, predict the reactants needed to synthesize it. The reactants are: [Br:1][C:2]1[CH:10]=[CH:9][C:5]([C:6](O)=[O:7])=[C:4]([F:11])[CH:3]=1.C(Cl)(=O)C([Cl:15])=O.